From a dataset of Forward reaction prediction with 1.9M reactions from USPTO patents (1976-2016). Predict the product of the given reaction. (1) Given the reactants [C:1]([C:3]1[CH:8]=[CH:7][C:6]([C:9]2[CH:10]=[N:11][N:12]([C:15]3[CH:23]=[CH:22][C:18]([C:19](O)=[O:20])=[CH:17][N:16]=3)[C:13]=2[OH:14])=[CH:5][CH:4]=1)#[N:2].CCN=C=NCCCN(C)C.C1[CH:40]=[C:39]2[N:41]=NN(O)[C:38]2=CC=1.O.CCN(C(C)C)C(C)C.CC(N)C.Cl, predict the reaction product. The product is: [C:1]([C:3]1[CH:4]=[CH:5][C:6]([C:9]2[CH:10]=[N:11][N:12]([C:15]3[CH:23]=[CH:22][C:18]([C:19]([NH:41][CH:39]([CH3:40])[CH3:38])=[O:20])=[CH:17][N:16]=3)[C:13]=2[OH:14])=[CH:7][CH:8]=1)#[N:2]. (2) Given the reactants [CH:1]([C:4]1[CH:12]=[CH:11][C:10]2[NH:9][C:8]3[CH2:13][CH2:14][N:15]([CH3:17])[CH2:16][C:7]=3[C:6]=2[CH:5]=1)([CH3:3])[CH3:2].[OH-].[K+].[CH3:20][C:21]1[CH:26]=[N:25][C:24]([CH:27]=[CH2:28])=[CH:23][N:22]=1, predict the reaction product. The product is: [CH:1]([C:4]1[CH:12]=[CH:11][C:10]2[N:9]([CH2:28][CH2:27][C:24]3[CH:23]=[N:22][C:21]([CH3:20])=[CH:26][N:25]=3)[C:8]3[CH2:13][CH2:14][N:15]([CH3:17])[CH2:16][C:7]=3[C:6]=2[CH:5]=1)([CH3:3])[CH3:2]. (3) Given the reactants [N:1]1[CH:6]=[CH:5][C:4]([N:7]2[CH2:12][CH2:11][CH:10]([C:13](Cl)=[O:14])[CH2:9][CH2:8]2)=[CH:3][CH:2]=1.[NH2:16][CH:17]([C:37]([N:39]1[CH2:44][CH2:43][CH2:42][CH2:41][CH2:40]1)=[O:38])[CH2:18][NH:19][C:20](=[O:36])[CH2:21][NH:22][S:23]([C:26]1[CH:35]=[CH:34][C:33]2[C:28](=[CH:29][CH:30]=[CH:31][CH:32]=2)[CH:27]=1)(=[O:25])=[O:24], predict the reaction product. The product is: [CH:27]1[C:28]2[C:33](=[CH:32][CH:31]=[CH:30][CH:29]=2)[CH:34]=[CH:35][C:26]=1[S:23]([NH:22][CH2:21][C:20]([NH:19][CH2:18][CH:17]([C:37]([N:39]1[CH2:44][CH2:43][CH2:42][CH2:41][CH2:40]1)=[O:38])[NH:16][C:13]([CH:10]1[CH2:11][CH2:12][N:7]([C:4]2[CH:5]=[CH:6][N:1]=[CH:2][CH:3]=2)[CH2:8][CH2:9]1)=[O:14])=[O:36])(=[O:25])=[O:24]. (4) Given the reactants [N+:1]([C:4]1[CH:9]=[CH:8][C:7](O)=[CH:6][CH:5]=1)([O-:3])=[O:2].[C:11](=O)([O-])[O-:12].[K+].[K+].[I-].[K+].P(O)([O-])([O-])=[O:20].[Na+].[Na+].[CH3:26][C:27]([CH3:29])=[O:28], predict the reaction product. The product is: [CH3:11][O:12][C:26](=[O:20])[CH:27]([O:28][C:7]1[CH:8]=[CH:9][C:4]([N+:1]([O-:3])=[O:2])=[CH:5][CH:6]=1)[CH3:29]. (5) The product is: [Cl:1][C:2]1[N:11]=[C:10]([N:12]([C:13]2[CH:18]=[CH:17][CH:16]=[CH:15][C:14]=2[O:19][CH3:20])[CH3:21])[C:9]2[C:4](=[CH:5][CH:6]=[CH:7][CH:8]=2)[N:3]=1. Given the reactants [Cl:1][C:2]1[N:11]=[C:10]([NH:12][C:13]2[CH:18]=[CH:17][CH:16]=[CH:15][C:14]=2[O:19][CH3:20])[C:9]2[C:4](=[CH:5][CH:6]=[CH:7][CH:8]=2)[N:3]=1.[CH3:21]I, predict the reaction product. (6) Given the reactants [C:1]([O:5][C:6](=[O:14])[NH:7][C@@H:8]1[CH2:12][C:11](=[O:13])[NH:10][CH2:9]1)([CH3:4])([CH3:3])[CH3:2].Br[C:16]1[CH:17]=[CH:18][C:19]2[O:24][CH2:23][C:22](=[O:25])[N:21]([CH2:26][O:27][CH3:28])[C:20]=2[CH:29]=1.C(=O)([O-])[O-].[K+].[K+].CNCCNC, predict the reaction product. The product is: [C:1]([O:5][C:6](=[O:14])[NH:7][C@H:8]1[CH2:12][C:11](=[O:13])[N:10]([C:16]2[CH:17]=[CH:18][C:19]3[O:24][CH2:23][C:22](=[O:25])[N:21]([CH2:26][O:27][CH3:28])[C:20]=3[CH:29]=2)[CH2:9]1)([CH3:4])([CH3:2])[CH3:3]. (7) Given the reactants CN[C@H]1[C@H](NC)CCCC1.[CH2:11]=[C:12]1[C:21]2[C:22](=[O:26])[NH:23][CH:24]=[CH:25][C:20]=2[O:19][C:18]2[CH:17]=[CH:16][C:15]([C:27]3[CH:28]=[N:29][CH:30]=[CH:31][CH:32]=3)=[CH:14][C:13]1=2.I[C:34]1[CH:39]=[CH:38][C:37]([CH3:40])=[CH:36][CH:35]=1.C(=O)([O-])[O-].[K+].[K+], predict the reaction product. The product is: [CH2:11]=[C:12]1[C:21]2[C:22](=[O:26])[N:23]([C:34]3[CH:39]=[CH:38][C:37]([CH3:40])=[CH:36][CH:35]=3)[CH:24]=[CH:25][C:20]=2[O:19][C:18]2[CH:17]=[CH:16][C:15]([C:27]3[CH:28]=[N:29][CH:30]=[CH:31][CH:32]=3)=[CH:14][C:13]1=2.